From a dataset of Catalyst prediction with 721,799 reactions and 888 catalyst types from USPTO. Predict which catalyst facilitates the given reaction. (1) Reactant: [CH2:1]([NH2:3])[CH3:2].[N+:4]([C:7]1[CH:12]=[CH:11][C:10]([S:13](Cl)(=[O:15])=[O:14])=[CH:9][CH:8]=1)([O-:6])=[O:5]. Product: [CH2:1]([NH:3][S:13]([C:10]1[CH:9]=[CH:8][C:7]([N+:4]([O-:6])=[O:5])=[CH:12][CH:11]=1)(=[O:14])=[O:15])[CH3:2]. The catalyst class is: 72. (2) Reactant: [C:1]1([CH3:19])[CH:6]=[CH:5][C:4]([S:7]([N:10]2[CH2:15][CH2:14][S:13][CH2:12][C@H:11]2[C:16]([OH:18])=[O:17])(=[O:9])=[O:8])=[CH:3][CH:2]=1.[CH3:20][C:21]1[N:26]=[C:25]([CH2:27][CH2:28][CH2:29]O)[CH:24]=[CH:23][CH:22]=1.C1CCC(N=C=NC2CCCCC2)CC1. Product: [CH3:20][C:21]1[N:26]=[C:25]([CH2:27][CH2:28][CH2:29][O:17][C:16]([C@@H:11]2[CH2:12][S:13][CH2:14][CH2:15][N:10]2[S:7]([C:4]2[CH:3]=[CH:2][C:1]([CH3:19])=[CH:6][CH:5]=2)(=[O:9])=[O:8])=[O:18])[CH:24]=[CH:23][CH:22]=1. The catalyst class is: 79.